This data is from Reaction yield outcomes from USPTO patents with 853,638 reactions. The task is: Predict the reaction yield, written as a fraction of the theoretical maximum amount of product (1.0 means a 100% yield; for example, 0.34 means a 34% yield). (1) The reactants are [C:1]([O:9][C@H:10]1[C@H:14]([OH:15])[CH2:13][N:12]([C:16]([O:18][CH2:19][C:20]2[CH:25]=[CH:24][CH:23]=[CH:22][CH:21]=2)=[O:17])[C@H:11]1[CH2:26][F:27])(=[O:8])[C:2]1[CH:7]=[CH:6][CH:5]=[CH:4][CH:3]=1.ClC(Cl)(Cl)C(=N)O[CH2:32][C:33]1[CH:38]=[CH:37][CH:36]=[CH:35][CH:34]=1.FC(F)(F)S(O)(=O)=O.C(=O)([O-])O.[Na+]. The catalyst is C(Cl)Cl.C1CCCCC1.C(OCC)(=O)C. The product is [C:1]([O:9][C@H:10]1[C@@H:14]([O:15][CH2:32][C:33]2[CH:38]=[CH:37][CH:36]=[CH:35][CH:34]=2)[CH2:13][N:12]([C:16]([O:18][CH2:19][C:20]2[CH:25]=[CH:24][CH:23]=[CH:22][CH:21]=2)=[O:17])[C@H:11]1[CH2:26][F:27])(=[O:8])[C:2]1[CH:3]=[CH:4][CH:5]=[CH:6][CH:7]=1. The yield is 0.680. (2) The reactants are [Cl:1][C:2]1[N:3]=[C:4](Cl)[C:5]2[CH2:10][CH2:9][CH:8]([C:11]3[CH:16]=[CH:15][C:14]([F:17])=[CH:13][CH:12]=3)[C:6]=2[N:7]=1.[CH3:19][C:20]1([OH:26])[CH2:25][CH2:24][NH:23][CH2:22][CH2:21]1. The catalyst is CO. The product is [Cl:1][C:2]1[N:3]=[C:4]([N:23]2[CH2:24][CH2:25][C:20]([CH3:19])([OH:26])[CH2:21][CH2:22]2)[C:5]2[CH2:10][CH2:9][CH:8]([C:11]3[CH:16]=[CH:15][C:14]([F:17])=[CH:13][CH:12]=3)[C:6]=2[N:7]=1. The yield is 0.732. (3) The reactants are [NH2:1][C:2]1[C:9](Br)=[CH:8][C:7]([N+:11]([O-:13])=[O:12])=[CH:6][C:3]=1[C:4]#[N:5].[CH3:14][C:15]([CH3:19])([CH3:18])[C:16]#[CH:17]. The catalyst is CCN(CC)CC.[Cu]I.Cl[Pd](Cl)([P](C1C=CC=CC=1)(C1C=CC=CC=1)C1C=CC=CC=1)[P](C1C=CC=CC=1)(C1C=CC=CC=1)C1C=CC=CC=1. The product is [NH2:1][C:2]1[C:9]([C:17]#[C:16][C:15]([CH3:19])([CH3:18])[CH3:14])=[CH:8][C:7]([N+:11]([O-:13])=[O:12])=[CH:6][C:3]=1[C:4]#[N:5]. The yield is 0.710.